Predict the product of the given reaction. From a dataset of Forward reaction prediction with 1.9M reactions from USPTO patents (1976-2016). (1) Given the reactants Br[C:2]1[CH:3]=[CH:4][C:5]([F:8])=[N:6][CH:7]=1.[O:9]1[CH2:14][CH2:13][CH:12]([CH:15]=[O:16])[CH2:11][CH2:10]1.C(=O)([O-])[O-].[Cs+].[Cs+].O.CC1(C)C2C(=C(P(C3C=CC=CC=3)C3C=CC=CC=3)C=CC=2)OC2C(P(C3C=CC=CC=3)C3C=CC=CC=3)=CC=CC1=2, predict the reaction product. The product is: [F:8][C:5]1[N:6]=[CH:7][C:2]([C:12]2([CH:15]=[O:16])[CH2:13][CH2:14][O:9][CH2:10][CH2:11]2)=[CH:3][CH:4]=1. (2) Given the reactants C(OC([N:8]1[CH2:17][CH2:16][C:15]2[C:11](=[C:12](OS(C(F)(F)F)(=O)=O)[N:13]([CH2:18][CH3:19])[N:14]=2)[CH2:10][CH2:9]1)=O)(C)(C)C.[CH:28]([C:31]1[CH:36]=[CH:35][C:34](B(O)O)=[CH:33][CH:32]=1)([CH3:30])[CH3:29], predict the reaction product. The product is: [CH2:18]([N:13]1[C:12]([C:34]2[CH:35]=[CH:36][C:31]([CH:28]([CH3:30])[CH3:29])=[CH:32][CH:33]=2)=[C:11]2[C:15]([CH2:16][CH2:17][NH:8][CH2:9][CH2:10]2)=[N:14]1)[CH3:19]. (3) Given the reactants [N+:1]([C:4]1[CH:5]=[C:6]([N:10]2[C:19]3[C:14](=[CH:15][CH:16]=[CH:17][N:18]=3)[CH:13]=[C:12]([CH2:20][CH2:21][CH:22]([CH3:29])[C:23]3[CH:28]=[CH:27][N:26]=[CH:25][CH:24]=3)[C:11]2=[O:30])[CH:7]=[CH:8][CH:9]=1)([O-])=O, predict the reaction product. The product is: [NH2:1][C:4]1[CH:5]=[C:6]([N:10]2[C:19]3[C:14](=[CH:15][CH:16]=[CH:17][N:18]=3)[CH:13]=[C:12]([CH2:20][CH2:21][CH:22]([CH3:29])[C:23]3[CH:24]=[CH:25][N:26]=[CH:27][CH:28]=3)[C:11]2=[O:30])[CH:7]=[CH:8][CH:9]=1. (4) Given the reactants Cl[C:2]1[C:7]([C:8]([O:10][CH2:11][CH3:12])=[O:9])=[CH:6][N:5]=[C:4]([S:13][CH3:14])[N:3]=1.[CH3:15][CH:16]([NH2:18])[CH3:17].CCN(C(C)C)C(C)C, predict the reaction product. The product is: [CH:16]([NH:18][C:2]1[C:7]([C:8]([O:10][CH2:11][CH3:12])=[O:9])=[CH:6][N:5]=[C:4]([S:13][CH3:14])[N:3]=1)([CH3:17])[CH3:15].